From a dataset of NCI-60 drug combinations with 297,098 pairs across 59 cell lines. Regression. Given two drug SMILES strings and cell line genomic features, predict the synergy score measuring deviation from expected non-interaction effect. (1) Drug 1: CC1=C(C=C(C=C1)C(=O)NC2=CC(=CC(=C2)C(F)(F)F)N3C=C(N=C3)C)NC4=NC=CC(=N4)C5=CN=CC=C5. Drug 2: CN(C(=O)NC(C=O)C(C(C(CO)O)O)O)N=O. Cell line: MDA-MB-435. Synergy scores: CSS=-7.54, Synergy_ZIP=3.27, Synergy_Bliss=-0.00830, Synergy_Loewe=-4.25, Synergy_HSA=-4.42. (2) Drug 1: CC12CCC3C(C1CCC2=O)CC(=C)C4=CC(=O)C=CC34C. Drug 2: C1=CC(=CC=C1CCC2=CNC3=C2C(=O)NC(=N3)N)C(=O)NC(CCC(=O)O)C(=O)O. Cell line: ACHN. Synergy scores: CSS=29.0, Synergy_ZIP=-4.21, Synergy_Bliss=-0.136, Synergy_Loewe=2.50, Synergy_HSA=3.91. (3) Cell line: A498. Synergy scores: CSS=8.00, Synergy_ZIP=5.14, Synergy_Bliss=5.50, Synergy_Loewe=4.47, Synergy_HSA=5.34. Drug 2: CC1=CC=C(C=C1)C2=CC(=NN2C3=CC=C(C=C3)S(=O)(=O)N)C(F)(F)F. Drug 1: CS(=O)(=O)C1=CC(=C(C=C1)C(=O)NC2=CC(=C(C=C2)Cl)C3=CC=CC=N3)Cl.